Dataset: NCI-60 drug combinations with 297,098 pairs across 59 cell lines. Task: Regression. Given two drug SMILES strings and cell line genomic features, predict the synergy score measuring deviation from expected non-interaction effect. (1) Drug 1: CN(CC1=CN=C2C(=N1)C(=NC(=N2)N)N)C3=CC=C(C=C3)C(=O)NC(CCC(=O)O)C(=O)O. Drug 2: CC1=C(C(=CC=C1)Cl)NC(=O)C2=CN=C(S2)NC3=CC(=NC(=N3)C)N4CCN(CC4)CCO. Cell line: SW-620. Synergy scores: CSS=64.6, Synergy_ZIP=-0.749, Synergy_Bliss=-3.01, Synergy_Loewe=-23.1, Synergy_HSA=-0.797. (2) Drug 1: C1=C(C(=O)NC(=O)N1)F. Drug 2: C1C(C(OC1N2C=NC(=NC2=O)N)CO)O. Cell line: SF-268. Synergy scores: CSS=28.3, Synergy_ZIP=11.3, Synergy_Bliss=13.6, Synergy_Loewe=10.0, Synergy_HSA=10.4. (3) Drug 1: CCCCCOC(=O)NC1=NC(=O)N(C=C1F)C2C(C(C(O2)C)O)O. Drug 2: C1=CC=C(C=C1)NC(=O)CCCCCCC(=O)NO. Cell line: SF-268. Synergy scores: CSS=6.64, Synergy_ZIP=2.95, Synergy_Bliss=0.0426, Synergy_Loewe=-18.7, Synergy_HSA=-8.52. (4) Drug 1: C1C(C(OC1N2C=C(C(=O)NC2=O)F)CO)O. Drug 2: CC1=C2C(C(=O)C3(C(CC4C(C3C(C(C2(C)C)(CC1OC(=O)C(C(C5=CC=CC=C5)NC(=O)OC(C)(C)C)O)O)OC(=O)C6=CC=CC=C6)(CO4)OC(=O)C)O)C)O. Cell line: SF-268. Synergy scores: CSS=48.2, Synergy_ZIP=1.58, Synergy_Bliss=1.91, Synergy_Loewe=-2.38, Synergy_HSA=3.64. (5) Drug 1: CC1=CC2C(CCC3(C2CCC3(C(=O)C)OC(=O)C)C)C4(C1=CC(=O)CC4)C. Drug 2: CN1C(=O)N2C=NC(=C2N=N1)C(=O)N. Cell line: HOP-62. Synergy scores: CSS=-2.32, Synergy_ZIP=7.65, Synergy_Bliss=10.9, Synergy_Loewe=1.15, Synergy_HSA=2.11. (6) Drug 1: C1=CC(=CC=C1CCC2=CNC3=C2C(=O)NC(=N3)N)C(=O)NC(CCC(=O)O)C(=O)O. Drug 2: CCC1(C2=C(COC1=O)C(=O)N3CC4=CC5=C(C=CC(=C5CN(C)C)O)N=C4C3=C2)O.Cl. Cell line: SK-MEL-5. Synergy scores: CSS=29.3, Synergy_ZIP=-6.96, Synergy_Bliss=2.26, Synergy_Loewe=-7.16, Synergy_HSA=2.07. (7) Cell line: HCT-15. Synergy scores: CSS=-4.77, Synergy_ZIP=3.20, Synergy_Bliss=1.69, Synergy_Loewe=-15.7, Synergy_HSA=-12.9. Drug 1: C1CC(C1)(C(=O)O)C(=O)O.[NH2-].[NH2-].[Pt+2]. Drug 2: CC1=C(C(=CC=C1)Cl)NC(=O)C2=CN=C(S2)NC3=CC(=NC(=N3)C)N4CCN(CC4)CCO. (8) Drug 1: CC1C(C(CC(O1)OC2CC(CC3=C2C(=C4C(=C3O)C(=O)C5=C(C4=O)C(=CC=C5)OC)O)(C(=O)C)O)N)O.Cl. Drug 2: C1C(C(OC1N2C=NC(=NC2=O)N)CO)O. Cell line: DU-145. Synergy scores: CSS=15.1, Synergy_ZIP=-3.99, Synergy_Bliss=2.34, Synergy_Loewe=-2.75, Synergy_HSA=2.29.